This data is from Catalyst prediction with 721,799 reactions and 888 catalyst types from USPTO. The task is: Predict which catalyst facilitates the given reaction. Reactant: [CH2:1]([O:8][CH2:9][CH2:10][CH2:11][OH:12])[C:2]1[CH:7]=[CH:6][CH:5]=[CH:4][CH:3]=1.CS(C)=O.O1CCCC1. Product: [CH2:1]([O:8][CH2:9][CH2:10][CH:11]=[O:12])[C:2]1[CH:7]=[CH:6][CH:5]=[CH:4][CH:3]=1. The catalyst class is: 13.